From a dataset of NCI-60 drug combinations with 297,098 pairs across 59 cell lines. Regression. Given two drug SMILES strings and cell line genomic features, predict the synergy score measuring deviation from expected non-interaction effect. (1) Drug 2: CC1CCC2CC(C(=CC=CC=CC(CC(C(=O)C(C(C(=CC(C(=O)CC(OC(=O)C3CCCCN3C(=O)C(=O)C1(O2)O)C(C)CC4CCC(C(C4)OC)O)C)C)O)OC)C)C)C)OC. Drug 1: COC1=NC(=NC2=C1N=CN2C3C(C(C(O3)CO)O)O)N. Synergy scores: CSS=-7.49, Synergy_ZIP=4.11, Synergy_Bliss=-0.585, Synergy_Loewe=-8.98, Synergy_HSA=-8.96. Cell line: NCI-H522. (2) Drug 1: CCC1(CC2CC(C3=C(CCN(C2)C1)C4=CC=CC=C4N3)(C5=C(C=C6C(=C5)C78CCN9C7C(C=CC9)(C(C(C8N6C)(C(=O)OC)O)OC(=O)C)CC)OC)C(=O)OC)O.OS(=O)(=O)O. Drug 2: C1C(C(OC1N2C=NC3=C2NC=NCC3O)CO)O. Cell line: CCRF-CEM. Synergy scores: CSS=-1.55, Synergy_ZIP=7.39, Synergy_Bliss=1.42, Synergy_Loewe=-0.566, Synergy_HSA=-3.10.